Dataset: Forward reaction prediction with 1.9M reactions from USPTO patents (1976-2016). Task: Predict the product of the given reaction. The product is: [C:1]([O:5][C:6]([N:8]1[CH2:13][CH2:12][CH:11]([NH:14][C:15]2[CH:20]=[CH:19][C:18]([Cl:21])=[CH:17][C:16]=2[CH2:22][CH2:23][C:24]([O:26][CH2:27][CH3:28])=[O:25])[CH2:10][CH2:9]1)=[O:7])([CH3:4])([CH3:3])[CH3:2]. Given the reactants [C:1]([O:5][C:6]([N:8]1[CH2:13][CH2:12][CH:11]([NH:14][C:15]2[CH:20]=[CH:19][C:18]([Cl:21])=[CH:17][C:16]=2[CH:22]=[CH:23][C:24]([O:26][CH2:27][CH3:28])=[O:25])[CH2:10][CH2:9]1)=[O:7])([CH3:4])([CH3:3])[CH3:2], predict the reaction product.